From a dataset of Full USPTO retrosynthesis dataset with 1.9M reactions from patents (1976-2016). Predict the reactants needed to synthesize the given product. (1) The reactants are: [OH:1][CH:2]([C:7]1[C:16]2[C:15](=[O:17])[N:14]([CH2:18][CH2:19][CH2:20][O:21]C3CCCCO3)[C:13](=[O:28])[N:12]([CH3:29])[C:11]=2[N:10]=[CH:9][C:8]=1[O:30][C:31]1[CH:36]=[CH:35][CH:34]=[C:33]([O:37][C:38]([F:41])([F:40])[F:39])[CH:32]=1)[CH2:3][CH:4]([CH3:6])[CH3:5]. Given the product [OH:1][CH:2]([C:7]1[C:16]2[C:15](=[O:17])[N:14]([CH2:18][CH2:19][CH2:20][OH:21])[C:13](=[O:28])[N:12]([CH3:29])[C:11]=2[N:10]=[CH:9][C:8]=1[O:30][C:31]1[CH:36]=[CH:35][CH:34]=[C:33]([O:37][C:38]([F:39])([F:41])[F:40])[CH:32]=1)[CH2:3][CH:4]([CH3:5])[CH3:6], predict the reactants needed to synthesize it. (2) Given the product [CH2:7]([O:9][C:10]1[CH:15]=[CH:14][C:13]([C:16]2[S:20][C:19]([S:21]([Cl:4])(=[O:24])=[O:22])=[CH:18][CH:17]=2)=[CH:12][CH:11]=1)[CH3:8], predict the reactants needed to synthesize it. The reactants are: C(Cl)(=O)C([Cl:4])=O.[CH2:7]([O:9][C:10]1[CH:15]=[CH:14][C:13]([C:16]2[S:20][C:19]([S:21]([OH:24])(=O)=[O:22])=[CH:18][CH:17]=2)=[CH:12][CH:11]=1)[CH3:8].CN(C=O)C.Cl. (3) Given the product [CH3:12][C:13]1[CH:14]=[CH:15][C:16]([N:19]2[CH2:20][CH2:21][N:22]([C:25]([O:11][CH2:10][C@@H:6]3[CH2:7][CH2:8][CH2:9][N:4]([CH3:3])[CH2:5]3)=[O:26])[CH2:23][CH2:24]2)=[CH:17][CH:18]=1, predict the reactants needed to synthesize it. The reactants are: [H-].[Na+].[CH3:3][N:4]1[CH2:9][CH2:8][CH2:7][C@@H:6]([CH2:10][OH:11])[CH2:5]1.[CH3:12][C:13]1[CH:18]=[CH:17][C:16]([N:19]2[CH2:24][CH2:23][N:22]([C:25](OC3C=CC([N+]([O-])=O)=CC=3)=[O:26])[CH2:21][CH2:20]2)=[CH:15][CH:14]=1.